From a dataset of Catalyst prediction with 721,799 reactions and 888 catalyst types from USPTO. Predict which catalyst facilitates the given reaction. Reactant: [Cl:1][C:2]1[C:7]([CH3:8])=[CH:6][C:5]([OH:9])=[C:4]([CH:10]([CH3:12])[CH3:11])[CH:3]=1.C(=O)([O-])[O-].[K+].[K+].[CH2:19](Br)[CH:20]=[CH2:21].C(OCC=C)C=C.C(C1C(C(F)(F)F)=CC=C(Cl)C=1O)C=C. Product: [CH2:21]([C:6]1[C:7]([CH3:8])=[C:2]([Cl:1])[CH:3]=[C:4]([CH:10]([CH3:12])[CH3:11])[C:5]=1[OH:9])[CH:20]=[CH2:19]. The catalyst class is: 728.